Dataset: Reaction yield outcomes from USPTO patents with 853,638 reactions. Task: Predict the reaction yield, written as a fraction of the theoretical maximum amount of product (1.0 means a 100% yield; for example, 0.34 means a 34% yield). The catalyst is C1COCC1. The reactants are [CH3:1][C:2]1([CH3:15])[C:5](=[O:6])[CH2:4][CH:3]1[NH:7][C:8](=[O:14])[O:9][C:10]([CH3:13])([CH3:12])[CH3:11].[CH3:16][Li]. The yield is 0.300. The product is [OH:6][C:5]1([CH3:16])[CH2:4][CH:3]([NH:7][C:8](=[O:14])[O:9][C:10]([CH3:13])([CH3:12])[CH3:11])[C:2]1([CH3:15])[CH3:1].